From a dataset of Blood-brain barrier permeability classification from the B3DB database. Regression/Classification. Given a drug SMILES string, predict its absorption, distribution, metabolism, or excretion properties. Task type varies by dataset: regression for continuous measurements (e.g., permeability, clearance, half-life) or binary classification for categorical outcomes (e.g., BBB penetration, CYP inhibition). Dataset: b3db_classification. (1) The drug is COC[C@H]1CN(c2ccc(OCc3cccc(C#N)c3)cc2)C(=O)O1. The result is 1 (penetrates BBB). (2) The molecule is CC[C@H](NC(=O)c1c(OCC(=O)O)c(-c2ccccc2)nc2ccccc12)c1ccccc1. The result is 0 (does not penetrate BBB).